The task is: Predict the product of the given reaction.. This data is from Forward reaction prediction with 1.9M reactions from USPTO patents (1976-2016). (1) Given the reactants Cl.Cl.[O:3]=[C:4]1[C:18]2[C:13](=[CH:14][CH:15]=[C:16]([C:19]3[CH:20]=[N:21][CH:22]=[C:23]([CH:27]=3)[C:24]([NH2:26])=[O:25])[CH:17]=2)[O:12][C:6]2([CH2:11][CH2:10][NH:9][CH2:8][CH2:7]2)[CH2:5]1.[CH:28]1([C:31]2[N:32]=[CH:33][CH:34]=[C:35]3[C:40]=2[N:39]=[C:38]([C:41](O)=[O:42])[CH:37]=[C:36]3[O:44][CH2:45][CH2:46][OH:47])[CH2:30][CH2:29]1.C1(C2C3C(=C(OC)C=C(C(O)=O)C=3)C=CN=2)CC1, predict the reaction product. The product is: [CH:28]1([C:31]2[N:32]=[CH:33][CH:34]=[C:35]3[C:40]=2[N:39]=[C:38]([C:41]([N:9]2[CH2:10][CH2:11][C:6]4([CH2:5][C:4](=[O:3])[C:18]5[C:13](=[CH:14][CH:15]=[C:16]([C:19]6[CH:20]=[N:21][CH:22]=[C:23]([CH:27]=6)[C:24]([NH2:26])=[O:25])[CH:17]=5)[O:12]4)[CH2:7][CH2:8]2)=[O:42])[CH:37]=[C:36]3[O:44][CH2:45][CH2:46][OH:47])[CH2:29][CH2:30]1. (2) Given the reactants [F:1][C:2]([F:30])([F:29])[C:3]1[N:7]=[C:6]([C:8]2[C:9]3[CH2:28][CH2:27][CH2:26][CH2:25][CH2:24][C:10]=3[S:11][C:12]=2[NH:13][C:14]([C:16]2[CH2:20][CH2:19][CH2:18][C:17]=2[C:21]([OH:23])=[O:22])=[O:15])[O:5][N:4]=1.[CH3:31][Si]([N-][Si](C)(C)C)(C)C.[Li+].C12C(=O)OC(=O)C=1CCCC2, predict the reaction product. The product is: [F:30][C:2]([F:1])([F:29])[C:3]1[N:7]=[C:6]([C:8]2[C:9]3[CH2:28][CH2:27][CH2:26][CH2:25][CH2:24][C:10]=3[S:11][C:12]=2[NH:13][C:14]([C:16]2[CH2:20][CH2:19][CH2:18][CH2:31][C:17]=2[C:21]([OH:23])=[O:22])=[O:15])[O:5][N:4]=1. (3) Given the reactants Br[CH2:2][CH2:3][CH2:4][CH2:5][N:6]1C(=O)C2=CC=CC=C2C1=O.[F:17][C:18]1[CH:23]=[C:22]([F:24])[CH:21]=[CH:20][C:19]=1[N:25]1[CH2:30][CH2:29][NH:28][CH2:27][CH2:26]1.C(=O)([O-])[O-].[K+].[K+].[I-].[K+].NN.Cl, predict the reaction product. The product is: [F:17][C:18]1[CH:23]=[C:22]([F:24])[CH:21]=[CH:20][C:19]=1[N:25]1[CH2:26][CH2:27][N:28]([CH2:2][CH2:3][CH2:4][CH2:5][NH2:6])[CH2:29][CH2:30]1. (4) Given the reactants [F:1][C:2]1[CH:3]=[C:4]([CH:7]=[CH:8][C:9]=1[OH:10])[CH:5]=[O:6].Cl[C:12]1[CH:17]=[CH:16][C:15]([C:18]([F:21])([F:20])[F:19])=[CH:14][N:13]=1, predict the reaction product. The product is: [F:1][C:2]1[CH:3]=[C:4]([CH:7]=[CH:8][C:9]=1[O:10][C:12]1[CH:17]=[CH:16][C:15]([C:18]([F:21])([F:20])[F:19])=[CH:14][N:13]=1)[CH:5]=[O:6]. (5) Given the reactants [I:1][C:2]1[CH:7]=[CH:6][CH:5]=[CH:4][C:3]=1[C:8](=O)[CH2:9][CH2:10][CH2:11][CH2:12][N:13]1[CH2:18][CH2:17][CH:16]([C:19]2[CH:20]=[C:21]([NH:25][C:26](=[O:30])[CH:27]([CH3:29])[CH3:28])[CH:22]=[CH:23][CH:24]=2)[CH2:15][CH2:14]1.Cl.[CH3:33][C:34]1[CH:39]=[CH:38][C:37]([NH:40]N)=[CH:36][CH:35]=1, predict the reaction product. The product is: [I:1][C:2]1[CH:7]=[CH:6][CH:5]=[CH:4][C:3]=1[C:8]1[NH:40][C:37]2[C:38]([C:9]=1[CH2:10][CH2:11][CH2:12][N:13]1[CH2:18][CH2:17][CH:16]([C:19]3[CH:20]=[C:21]([NH:25][C:26](=[O:30])[CH:27]([CH3:29])[CH3:28])[CH:22]=[CH:23][CH:24]=3)[CH2:15][CH2:14]1)=[CH:39][C:34]([CH3:33])=[CH:35][CH:36]=2. (6) The product is: [CH2:1]([O:8][C:9]1[CH:10]=[CH:11][C:12]([C:15]2[O:16][C:17]([CH3:29])=[C:18]([CH2:20][CH2:21][N:23]3[CH2:27][CH2:26][CH2:25][C@H:24]3[CH3:28])[N:19]=2)=[CH:13][CH:14]=1)[C:2]1[CH:3]=[CH:4][CH:5]=[CH:6][CH:7]=1. Given the reactants [CH2:1]([O:8][C:9]1[CH:14]=[CH:13][C:12]([C:15]2[O:16][C:17]([CH3:29])=[C:18]([CH2:20][C:21]([N:23]3[CH2:27][CH2:26][CH2:25][C@H:24]3[CH3:28])=O)[N:19]=2)=[CH:11][CH:10]=1)[C:2]1[CH:7]=[CH:6][CH:5]=[CH:4][CH:3]=1.[H-].[Al+3].[Li+].[H-].[H-].[H-], predict the reaction product. (7) Given the reactants [CH3:1][N:2]1[CH:6]=[C:5]([C:7]2[S:8][CH:9]=[C:10](/[CH:12]=[CH:13]/[C:14]([O:16]CC)=[O:15])[N:11]=2)[CH:4]=[N:3]1.[Li+].[OH-].O, predict the reaction product. The product is: [CH3:1][N:2]1[CH:6]=[C:5]([C:7]2[S:8][CH:9]=[C:10](/[CH:12]=[CH:13]/[C:14]([OH:16])=[O:15])[N:11]=2)[CH:4]=[N:3]1.